From a dataset of Forward reaction prediction with 1.9M reactions from USPTO patents (1976-2016). Predict the product of the given reaction. (1) The product is: [CH:34]1([CH2:33][O:32][C:16]2[CH:15]=[C:14]([S:13][C:10]3[CH:11]=[CH:12][C:7]([O:6][CH2:5][C:4]([OH:41])=[O:3])=[C:8]([CH3:40])[CH:9]=3)[CH:19]=[C:18]([C:20]#[C:21][C:22]3[CH:23]=[CH:24][C:25]([S:28]([CH3:31])(=[O:29])=[O:30])=[CH:26][CH:27]=3)[CH:17]=2)[CH2:39][CH2:38][CH2:37][CH2:36][CH2:35]1. Given the reactants C([O:3][C:4](=[O:41])[CH2:5][O:6][C:7]1[CH:12]=[CH:11][C:10]([S:13][C:14]2[CH:19]=[C:18]([C:20]#[C:21][C:22]3[CH:27]=[CH:26][C:25]([S:28]([CH3:31])(=[O:30])=[O:29])=[CH:24][CH:23]=3)[CH:17]=[C:16]([O:32][CH2:33][CH:34]3[CH2:39][CH2:38][CH2:37][CH2:36][CH2:35]3)[CH:15]=2)=[CH:9][C:8]=1[CH3:40])C.[OH-].[Na+].Cl, predict the reaction product. (2) Given the reactants [N:1]1([CH2:7][CH2:8][CH2:9][O:10][C:11]2[CH:21]=[CH:20][C:14]3[CH2:15][CH2:16][NH:17][CH2:18][CH2:19][C:13]=3[CH:12]=2)[CH2:6][CH2:5][CH2:4][CH2:3][CH2:2]1.[C:22]1(N)[C:27](F)=C(F)C(F)=C(N)[C:23]=1F.Cl.Cl, predict the reaction product. The product is: [CH:22]([N:17]1[CH2:18][CH2:19][C:13]2[CH:12]=[C:11]([O:10][CH2:9][CH2:8][CH2:7][N:1]3[CH2:2][CH2:3][CH2:4][CH2:5][CH2:6]3)[CH:21]=[CH:20][C:14]=2[CH2:15][CH2:16]1)([CH3:27])[CH3:23]. (3) Given the reactants O=[C:2]1[C:8]2[CH:9]=[C:10]([S:13]([O:16][C:17]3[CH:22]=[CH:21][CH:20]=[CH:19][C:18]=3[Br:23])(=[O:15])=[O:14])[CH:11]=[CH:12][C:7]=2[CH2:6][CH2:5][CH2:4][NH:3]1.Cl, predict the reaction product. The product is: [CH2:2]1[C:8]2[CH:9]=[C:10]([S:13]([O:16][C:17]3[CH:22]=[CH:21][CH:20]=[CH:19][C:18]=3[Br:23])(=[O:15])=[O:14])[CH:11]=[CH:12][C:7]=2[CH2:6][CH2:5][CH2:4][NH:3]1. (4) Given the reactants [CH:1]1[C:6]([O:7][CH2:8][C:9]([F:12])([F:11])[F:10])=[CH:5][C:4]([C:13](NCC2NCCCC2)=[O:14])=[C:3]([O:23][CH2:24][C:25]([F:28])([F:27])[F:26])[CH:2]=1.OC1C=CC(O)=CC=1C(O)=O.FC(F)(S([O:55][CH2:56][C:57]([F:60])([F:59])[F:58])(=O)=O)C(F)(F)C(F)(F)C(F)(F)F, predict the reaction product. The product is: [F:27][C:25]([F:26])([F:28])[CH2:24][O:23][C:3]1[CH:2]=[CH:1][C:6]([O:7][CH2:8][C:9]([F:12])([F:11])[F:10])=[CH:5][C:4]=1[C:13]([O:55][CH2:56][C:57]([F:60])([F:59])[F:58])=[O:14]. (5) Given the reactants [Cl:1][C:2]1[C:11]2[N:10]=[C:9]([O:12][CH3:13])[C:8](=[O:14])[NH:7][C:6]=2[N:5]=[CH:4][N:3]=1.[C:15](=O)([O-])[O-].[K+].[K+].IC, predict the reaction product. The product is: [Cl:1][C:2]1[C:11]2[N:10]=[C:9]([O:12][CH3:13])[C:8](=[O:14])[N:7]([CH3:15])[C:6]=2[N:5]=[CH:4][N:3]=1. (6) Given the reactants [CH2:1]([S:8][CH:9]1[CH:13]([OH:14])[CH2:12][N:11]([C:15](=[O:34])[C@H:16]([CH2:30][CH:31]([CH3:33])[CH3:32])[NH:17][C:18]([C:20]2[CH:29]=[CH:28][C:27]3[C:22](=[CH:23][CH:24]=[CH:25][CH:26]=3)[N:21]=2)=[O:19])[CH2:10]1)[C:2]1[CH:7]=[CH:6][CH:5]=[CH:4][CH:3]=1.CC(OI1(OC(C)=O)(OC(C)=O)OC(=O)C2C=CC=CC1=2)=O.CCCCCC.C(OCC)(=O)C, predict the reaction product. The product is: [CH2:1]([S:8][CH:9]1[C:13](=[O:14])[CH2:12][N:11]([C:15](=[O:34])[C@H:16]([CH2:30][CH:31]([CH3:32])[CH3:33])[NH:17][C:18]([C:20]2[CH:29]=[CH:28][C:27]3[C:22](=[CH:23][CH:24]=[CH:25][CH:26]=3)[N:21]=2)=[O:19])[CH2:10]1)[C:2]1[CH:7]=[CH:6][CH:5]=[CH:4][CH:3]=1. (7) The product is: [CH:12]1([O:15][C:16]2[CH:23]=[C:22]([F:24])[CH:21]=[CH:20][C:17]=2[CH2:18][NH2:19])[CH2:14][CH2:13]1. Given the reactants [H-].[Al+3].[Li+].[H-].[H-].[H-].C1COCC1.[CH:12]1([O:15][C:16]2[CH:23]=[C:22]([F:24])[CH:21]=[CH:20][C:17]=2[C:18]#[N:19])[CH2:14][CH2:13]1, predict the reaction product. (8) The product is: [Cl:33][C:20]1[CH:19]=[C:18]([NH:17][C:12]2[C:11]([C:10]#[C:9][C:5]3[CH:4]=[C:3]([CH:8]=[CH:7][CH:6]=3)[CH2:2][NH:1][C:34](=[O:38])[CH3:35])=[CH:16][N:15]=[CH:14][N:13]=2)[CH:23]=[CH:22][C:21]=1[O:24][CH2:25][C:26]1[CH:31]=[CH:30][CH:29]=[C:28]([F:32])[CH:27]=1. Given the reactants [NH2:1][CH2:2][C:3]1[CH:4]=[C:5]([C:9]#[C:10][C:11]2[C:12]([NH:17][C:18]3[CH:23]=[CH:22][C:21]([O:24][CH2:25][C:26]4[CH:31]=[CH:30][CH:29]=[C:28]([F:32])[CH:27]=4)=[C:20]([Cl:33])[CH:19]=3)=[N:13][CH:14]=[N:15][CH:16]=2)[CH:6]=[CH:7][CH:8]=1.[C:34]([O:38]C(=O)NCC1C=CC=C(C#CC2C(NC3C=CC(OCC4C=CC=C(F)C=4)=C(Cl)C=3)=NC=NC=2)C=1)(C)(C)[CH3:35].[OH-].[Na+], predict the reaction product. (9) Given the reactants [CH3:1][O:2][C:3]1[CH:12]=[CH:11][C:6]([C:7]([O:9]C)=[O:8])=[CH:5][C:4]=1[N:13]([CH2:18][CH2:19][N:20]1[CH2:25][CH2:24][O:23][CH2:22][CH2:21]1)[S:14]([CH3:17])(=[O:16])=[O:15].Cl, predict the reaction product. The product is: [CH3:1][O:2][C:3]1[CH:12]=[CH:11][C:6]([C:7]([OH:9])=[O:8])=[CH:5][C:4]=1[N:13]([CH2:18][CH2:19][N:20]1[CH2:25][CH2:24][O:23][CH2:22][CH2:21]1)[S:14]([CH3:17])(=[O:16])=[O:15].